From a dataset of Reaction yield outcomes from USPTO patents with 853,638 reactions. Predict the reaction yield, written as a fraction of the theoretical maximum amount of product (1.0 means a 100% yield; for example, 0.34 means a 34% yield). (1) The reactants are [NH:1]1[C:5]([C:6]2[CH:11]=[CH:10][CH:9]=[CH:8][C:7]=2B(O)O)=[N:4][N:3]=[N:2]1.Br[C:16]1[CH:17]=[CH:18][C:19]([N:33]([CH2:38][CH:39]([CH3:41])[CH3:40])[CH2:34][CH:35]([CH3:37])[CH3:36])=[C:20]([NH:22][C:23]([NH:25][C:26]2[CH:31]=[CH:30][C:29]([CH3:32])=[CH:28][CH:27]=2)=[O:24])[CH:21]=1.C(=O)([O-])[O-].[K+].[K+]. The catalyst is CN(C=O)C.Cl.C1C=CC([P]([Pd]([P](C2C=CC=CC=2)(C2C=CC=CC=2)C2C=CC=CC=2)([P](C2C=CC=CC=2)(C2C=CC=CC=2)C2C=CC=CC=2)[P](C2C=CC=CC=2)(C2C=CC=CC=2)C2C=CC=CC=2)(C2C=CC=CC=2)C2C=CC=CC=2)=CC=1. The product is [CH2:34]([N:33]([CH2:38][CH:39]([CH3:41])[CH3:40])[C:19]1[CH:18]=[CH:17][C:16]([C:7]2[CH:8]=[CH:9][CH:10]=[CH:11][C:6]=2[C:5]2[NH:4][N:3]=[N:2][N:1]=2)=[CH:21][C:20]=1[NH:22][C:23]([NH:25][C:26]1[CH:31]=[CH:30][C:29]([CH3:32])=[CH:28][CH:27]=1)=[O:24])[CH:35]([CH3:37])[CH3:36]. The yield is 0.740. (2) The reactants are [CH3:1][C:2]1([CH3:12])[N:7]([O])[C:6]([CH3:10])([CH3:9])[CH2:5][CH:4]([OH:11])[CH2:3]1.CC(C)([O-:16])C.[K+].[CH3:19][O:20][C:21]1[CH:22]=[C:23]([CH:26]=[C:27]([O:31][CH3:32])[C:28]=1[O:29][CH3:30])[CH2:24]Cl.[NH4+].[Cl-]. The catalyst is C(O)(C)(C)C. The product is [OH:16][N:7]1[C:2]([CH3:12])([CH3:1])[CH2:3][CH:4]([O:11][CH2:24][C:23]2[CH:22]=[C:21]([O:20][CH3:19])[C:28]([O:29][CH3:30])=[C:27]([O:31][CH3:32])[CH:26]=2)[CH2:5][C:6]1([CH3:10])[CH3:9]. The yield is 0.600. (3) The reactants are [C:1]1([P:7](=[O:20])([C:14]2[CH:19]=[CH:18][CH:17]=[CH:16][CH:15]=2)[C:8]2[CH:13]=[CH:12][CH:11]=[CH:10][CH:9]=2)[CH:6]=[CH:5][CH:4]=[CH:3][CH:2]=1.[Al].C(Cl)(=O)C(Cl)=O.Cl. The catalyst is C(#N)C. The product is [C:14]1([P:7]([C:1]2[CH:2]=[CH:3][CH:4]=[CH:5][CH:6]=2)[C:8]2[CH:13]=[CH:12][CH:11]=[CH:10][CH:9]=2)[CH:15]=[CH:16][CH:17]=[CH:18][CH:19]=1.[C:1]1([P:7](=[O:20])([C:8]2[CH:13]=[CH:12][CH:11]=[CH:10][CH:9]=2)[C:14]2[CH:19]=[CH:18][CH:17]=[CH:16][CH:15]=2)[CH:2]=[CH:3][CH:4]=[CH:5][CH:6]=1. The yield is 0.930. (4) The reactants are [OH:1][B:2]1[C:6]2[CH:7]=[C:8]([NH:11][S:12]([C:15]3[CH:20]=[CH:19][C:18]([O:21]C)=[CH:17][C:16]=3[N+:23]([O-:25])=[O:24])(=[O:14])=[O:13])[CH:9]=[CH:10][C:5]=2[CH2:4][O:3]1.B(Br)(Br)Br.O. The catalyst is ClCCl. The product is [OH:21][C:18]1[CH:19]=[CH:20][C:15]([S:12]([NH:11][C:8]2[CH:9]=[CH:10][C:5]3[CH2:4][O:3][B:2]([OH:1])[C:6]=3[CH:7]=2)(=[O:14])=[O:13])=[C:16]([N+:23]([O-:25])=[O:24])[CH:17]=1. The yield is 0.300. (5) The reactants are S([O-])(O[O-])(=O)=[O:2].[K+].[K+].[CH:9]([O:12][C:13]1[N:18]=[CH:17][C:16](B2OC(C)(C)C(C)(C)O2)=[CH:15][N:14]=1)([CH3:11])[CH3:10]. The catalyst is CC(C)=O.C(OCC)C. The product is [CH:9]([O:12][C:13]1[N:18]=[CH:17][C:16]([OH:2])=[CH:15][N:14]=1)([CH3:11])[CH3:10]. The yield is 0.340.